From a dataset of Catalyst prediction with 721,799 reactions and 888 catalyst types from USPTO. Predict which catalyst facilitates the given reaction. (1) Reactant: Cl[S:2]([C:5]1[CH:6]=[C:7]([CH:41]=[CH:42][CH:43]=1)[C:8]([NH:10][C:11]1[S:12][C:13]2[CH2:40][CH2:39][CH2:38][CH2:37][C:14]=2[C:15]=1[C:16]([NH:18][C:19]1[CH:24]=[CH:23][C:22]([CH2:25][CH2:26][C:27]2[CH:36]=[CH:35][C:30]([C:31]([O:33][CH3:34])=[O:32])=[CH:29][CH:28]=2)=[CH:21][CH:20]=1)=[O:17])=[O:9])(=[O:4])=[O:3].[CH:44]1([NH:47][CH:48]2[CH2:53][CH2:52][CH:51]([C:54]([O:56][CH2:57][CH3:58])=[O:55])[CH2:50][CH2:49]2)[CH2:46][CH2:45]1. Product: [CH:44]1([N:47]([CH:48]2[CH2:53][CH2:52][CH:51]([C:54]([O:56][CH2:57][CH3:58])=[O:55])[CH2:50][CH2:49]2)[S:2]([C:5]2[CH:6]=[C:7]([CH:41]=[CH:42][CH:43]=2)[C:8]([NH:10][C:11]2[S:12][C:13]3[CH2:40][CH2:39][CH2:38][CH2:37][C:14]=3[C:15]=2[C:16]([NH:18][C:19]2[CH:24]=[CH:23][C:22]([CH2:25][CH2:26][C:27]3[CH:36]=[CH:35][C:30]([C:31]([O:33][CH3:34])=[O:32])=[CH:29][CH:28]=3)=[CH:21][CH:20]=2)=[O:17])=[O:9])(=[O:4])=[O:3])[CH2:45][CH2:46]1. The catalyst class is: 4. (2) Reactant: [CH:1]([C:4]1[S:13][C:12]2[NH:11][C:10]3[CH:14]=[CH:15][CH:16]=[CH:17][C:9]=3[NH:8][C:7](=S)[C:6]=2[N:5]=1)([CH3:3])[CH3:2].O(C)S(C(F)(F)F)(=O)=O.[CH3:28][O:29][CH2:30][CH2:31][CH2:32][C@H:33]1[CH2:38][NH:37][CH2:36][CH2:35][NH:34]1.N1C=CC=CC=1. Product: [CH3:28][O:29][CH2:30][CH2:31][CH2:32][C@@H:33]1[NH:34][CH2:35][CH2:36][N:37]([C:7]2[C:6]3[N:5]=[C:4]([CH:1]([CH3:3])[CH3:2])[S:13][C:12]=3[NH:11][C:10]3[CH:14]=[CH:15][CH:16]=[CH:17][C:9]=3[N:8]=2)[CH2:38]1. The catalyst class is: 4.